From a dataset of Forward reaction prediction with 1.9M reactions from USPTO patents (1976-2016). Predict the product of the given reaction. (1) Given the reactants [F:1][C:2]1[CH:29]=[CH:28][CH:27]=[C:26]([F:30])[C:3]=1[CH2:4][O:5][C:6]1[CH:14]=[CH:13][C:9]([C:10](O)=[O:11])=[C:8]([N:15]2[CH2:24][C:23]3[C:18](=[CH:19][CH:20]=[CH:21][CH:22]=3)[NH:17][C:16]2=[O:25])[CH:7]=1.Cl.[NH2:32][CH2:33][C:34]([O:36][CH2:37][CH3:38])=[O:35].CCN=C=NCCCN(C)C.C1C=CC2N(O)N=NC=2C=1, predict the reaction product. The product is: [F:30][C:26]1[CH:27]=[CH:28][CH:29]=[C:2]([F:1])[C:3]=1[CH2:4][O:5][C:6]1[CH:14]=[CH:13][C:9]([C:10]([NH:32][CH2:33][C:34]([O:36][CH2:37][CH3:38])=[O:35])=[O:11])=[C:8]([N:15]2[CH2:24][C:23]3[C:18](=[CH:19][CH:20]=[CH:21][CH:22]=3)[NH:17][C:16]2=[O:25])[CH:7]=1. (2) Given the reactants [Cl:1][C:2]1[CH:3]=[C:4]([NH2:10])[C:5]([NH2:9])=[CH:6][C:7]=1[Cl:8].[F:11][C:12]([F:18])([F:17])[CH2:13][C:14](O)=O.Cl.C(=O)(O)[O-].[Na+], predict the reaction product. The product is: [Cl:1][C:2]1[C:7]([Cl:8])=[CH:6][C:5]2[NH:9][C:14]([CH2:13][C:12]([F:18])([F:17])[F:11])=[N:10][C:4]=2[CH:3]=1. (3) Given the reactants [Cl:1][C:2]1[CH:7]=[C:6]([C:8]([F:20])([C:16]([F:19])([F:18])[F:17])[C:9]([F:15])([F:14])[C:10]([F:13])([F:12])[F:11])[CH:5]=[C:4]([Cl:21])[C:3]=1[N:22]1[CH:26]=[C:25]([C:27]2[CH:32]=[CH:31][C:30](F)=[C:29]([N+:34]([O-:36])=[O:35])[CH:28]=2)[N:24]=[N:23]1.[C-:37]#[N:38].[Na+].O.C(OCC)(=O)C, predict the reaction product. The product is: [Cl:21][C:4]1[CH:5]=[C:6]([C:8]([F:20])([C:16]([F:19])([F:17])[F:18])[C:9]([F:14])([F:15])[C:10]([F:12])([F:13])[F:11])[CH:7]=[C:2]([Cl:1])[C:3]=1[N:22]1[CH:26]=[C:25]([C:27]2[CH:32]=[CH:31][C:30]([C:37]#[N:38])=[C:29]([N+:34]([O-:36])=[O:35])[CH:28]=2)[N:24]=[N:23]1. (4) Given the reactants [C:1]([C:3]1[CH:4]=[N:5][CH:6]=[CH:7][CH:8]=1)#[CH:2].[CH2:9]([SnH:13]([CH2:18][CH2:19][CH2:20][CH3:21])[CH2:14][CH2:15][CH2:16][CH3:17])[CH2:10][CH2:11][CH3:12].CC(N=NC(C#N)(C)C)(C#N)C, predict the reaction product. The product is: [CH2:18]([Sn:13]([CH2:9][CH2:10][CH2:11][CH3:12])([CH2:14][CH2:15][CH2:16][CH3:17])/[CH:2]=[CH:1]/[C:3]1[CH:4]=[N:5][CH:6]=[CH:7][CH:8]=1)[CH2:19][CH2:20][CH3:21]. (5) Given the reactants Cl[C:2]1[N:3]=[C:4]([OH:12])[C:5]2[CH:11]=[CH:10][N:9]=[CH:8][C:6]=2[N:7]=1.C1OCCOCCOCCOCCOCCOC1.[O:31]1[C:40]2[C:35](=[CH:36][CH:37]=[CH:38][CH:39]=2)[CH:34]([OH:41])[CH2:33][CH2:32]1.CC([O-])(C)C.[K+], predict the reaction product. The product is: [O:31]1[C:40]2[CH:39]=[CH:38][CH:37]=[CH:36][C:35]=2[CH:34]([O:41][C:2]2[N:3]=[C:4]([OH:12])[C:5]3[CH:11]=[CH:10][N:9]=[CH:8][C:6]=3[N:7]=2)[CH2:33][CH2:32]1. (6) Given the reactants [CH2:1]([O:8][C:9]1[CH:14]=[C:13](Br)[CH:12]=[CH:11][C:10]=1[F:16])[C:2]1[CH:7]=[CH:6][CH:5]=[CH:4][CH:3]=1.N[C@H]1CCCC[C@@H]1N.P([O-])([O-])([O-])=O.[K+].[K+].[K+].[NH:33]1[CH:37]=[CH:36][CH:35]=[N:34]1, predict the reaction product. The product is: [CH2:1]([O:8][C:9]1[CH:14]=[C:13]([N:33]2[CH:37]=[CH:36][CH:35]=[N:34]2)[CH:12]=[CH:11][C:10]=1[F:16])[C:2]1[CH:7]=[CH:6][CH:5]=[CH:4][CH:3]=1. (7) Given the reactants Cl[C:2]1[C:11]2[N:12]=[C:13]([CH2:27][O:28][CH2:29][CH3:30])[N:14]([CH2:15][CH:16]3[O:20][N:19]=[C:18]([C:21]4[CH:26]=[CH:25][CH:24]=[CH:23][CH:22]=4)[CH2:17]3)[C:10]=2[C:9]2[CH:8]=[CH:7][CH:6]=[CH:5][C:4]=2[N:3]=1.[NH3:31].C(Cl)(Cl)Cl.ClCCl, predict the reaction product. The product is: [CH2:29]([O:28][CH2:27][C:13]1[N:14]([CH2:15][CH:16]2[O:20][N:19]=[C:18]([C:21]3[CH:26]=[CH:25][CH:24]=[CH:23][CH:22]=3)[CH2:17]2)[C:10]2[C:9]3[CH:8]=[CH:7][CH:6]=[CH:5][C:4]=3[N:3]=[C:2]([NH2:31])[C:11]=2[N:12]=1)[CH3:30].